Dataset: Forward reaction prediction with 1.9M reactions from USPTO patents (1976-2016). Task: Predict the product of the given reaction. (1) Given the reactants [C:1]([N:8]1[C@H:12]([CH2:13][O:14][CH2:15][C:16]2[CH:21]=[CH:20][CH:19]=[CH:18][CH:17]=2)[CH2:11][CH2:10][C@H:9]1[CH2:22][O:23]C(=O)C1C=CC=CC=1)([O:3][C:4]([CH3:7])([CH3:6])[CH3:5])=[O:2].[OH-].[Na+].Cl, predict the reaction product. The product is: [C:1]([N:8]1[C@H:9]([CH2:22][OH:23])[CH2:10][CH2:11][C@H:12]1[CH2:13][O:14][CH2:15][C:16]1[CH:21]=[CH:20][CH:19]=[CH:18][CH:17]=1)([O:3][C:4]([CH3:7])([CH3:6])[CH3:5])=[O:2]. (2) Given the reactants C(N1C(C2C=C[C:41]([C:44]3S[C:47]([C:49]4[S:50][CH:51]=[CH:52][CH:53]=4)=[CH:46][CH:45]=3)=[CH:42]C=2)=C2C(=C(C3C=[CH:42][C:41]([C:44]4S[C:47]([C:49]5[S:50][CH:51]=[CH:52][CH:53]=5)=[CH:46][CH:45]=4)=CC=3)N(CCCCCC)C2=O)C1=O)CCCCC.S1C=CC=C1C1SC([B:65]2[O:73][C:70]([CH3:72])([CH3:71])[C:67]([CH3:69])([CH3:68])[O:66]2)=CC=1, predict the reaction product. The product is: [CH2:47]([C:49]1[S:50][C:51]([B:65]2[O:73][C:70]([CH3:72])([CH3:71])[C:67]([CH3:69])([CH3:68])[O:66]2)=[CH:52][CH:53]=1)[CH2:46][CH2:45][CH2:44][CH2:41][CH3:42].